Dataset: Catalyst prediction with 721,799 reactions and 888 catalyst types from USPTO. Task: Predict which catalyst facilitates the given reaction. (1) Reactant: [CH:1]1[C:9]2[C:8]3[CH:10]=[CH:11][CH:12]=[CH:13][C:7]=3[O:6][C:5]=2[C:4](B(O)O)=[CH:3][CH:2]=1.Br[C:18]1[CH:23]=[CH:22][C:21]([Si:24]([CH3:27])([CH3:26])[CH3:25])=[CH:20][CH:19]=1.C([O-])([O-])=O.[K+].[K+]. Product: [CH:1]1[C:9]2[C:8]3[CH:10]=[CH:11][CH:12]=[CH:13][C:7]=3[O:6][C:5]=2[C:4]([C:18]2[CH:23]=[CH:22][C:21]([Si:24]([CH3:27])([CH3:26])[CH3:25])=[CH:20][CH:19]=2)=[CH:3][CH:2]=1. The catalyst class is: 460. (2) Reactant: [CH3:1][C:2]([NH2:22])([C:4]1([C:16]2[CH:21]=[CH:20][CH:19]=[CH:18][N:17]=2)[CH2:9][CH2:8][N:7]([S:10]([CH2:13][CH2:14][CH3:15])(=[O:12])=[O:11])[CH2:6][CH2:5]1)[CH3:3].CCN(C(C)C)C(C)C.[Cl:32][C:33]1[C:41]([F:42])=[CH:40][CH:39]=[C:38]([F:43])[C:34]=1[C:35](Cl)=[O:36]. Product: [Cl:32][C:33]1[C:41]([F:42])=[CH:40][CH:39]=[C:38]([F:43])[C:34]=1[C:35]([NH:22][C:2]([CH3:3])([C:4]1([C:16]2[CH:21]=[CH:20][CH:19]=[CH:18][N:17]=2)[CH2:9][CH2:8][N:7]([S:10]([CH2:13][CH2:14][CH3:15])(=[O:12])=[O:11])[CH2:6][CH2:5]1)[CH3:1])=[O:36]. The catalyst class is: 3. (3) Reactant: [F:1][C:2]1([F:32])[CH2:4][CH:3]1[CH2:5][N:6]1[C:14]2[C:9](=[N:10][C:11]([CH:15]3[CH2:20][CH2:19][N:18]([C:21]([O:23][C:24]([CH3:27])([CH3:26])[CH3:25])=[O:22])[CH2:17][CH:16]3O)=[CH:12][CH:13]=2)[N:8]([CH3:29])[S:7]1(=[O:31])=[O:30].C(Cl)Cl.CCN(S(F)(F)[F:42])CC. Product: [F:32][C:2]1([F:1])[CH2:4][CH:3]1[CH2:5][N:6]1[C:14]2[C:9](=[N:10][C:11]([CH:15]3[CH2:20][CH2:19][N:18]([C:21]([O:23][C:24]([CH3:26])([CH3:27])[CH3:25])=[O:22])[CH2:17][CH:16]3[F:42])=[CH:12][CH:13]=2)[N:8]([CH3:29])[S:7]1(=[O:31])=[O:30]. The catalyst class is: 24. (4) The catalyst class is: 2. Product: [Cl:1][C:2]1[C:7]([F:8])=[CH:6][CH:5]=[C:4]([Cl:9])[C:3]=1[CH:10]([C:12]1[C:20]2[C:15](=[N:16][CH:17]=[C:18]([C:21]3[CH2:22][CH2:23][N:24]([CH:27]=[O:28])[CH2:25][CH:26]=3)[CH:19]=2)[NH:14][CH:13]=1)[CH3:11]. Reactant: [Cl:1][C:2]1[C:7]([F:8])=[CH:6][CH:5]=[C:4]([Cl:9])[C:3]=1[CH:10]([C:12]1[C:20]2[C:15](=[N:16][CH:17]=[C:18]([C:21]3[CH2:22][CH2:23][NH:24][CH2:25][CH:26]=3)[CH:19]=2)[NH:14][CH:13]=1)[CH3:11].[CH:27](O)=[O:28].CN(C(ON1N=NC2C=CC=CC1=2)=[N+](C)C)C.[B-](F)(F)(F)F.CCN(C(C)C)C(C)C. (5) Reactant: COC1C=CC(C[NH:8][C:9]2[O:10][C:11]([C:14]3[CH:15]=[C:16]4[C:20](=[CH:21][CH:22]=3)[N:19]([S:23]([C:26]3[CH:32]=[CH:31][C:29]([CH3:30])=[CH:28][CH:27]=3)(=[O:25])=[O:24])[CH:18]=[C:17]4[C:33]3[N:38]=[C:37]([N:39]4[CH2:44][CH2:43][CH2:42][CH2:41][CH:40]4[CH3:45])[CH:36]=[CH:35][N:34]=3)=[N:12][N:13]=2)=CC=1. Product: [CH3:45][CH:40]1[CH2:41][CH2:42][CH2:43][CH2:44][N:39]1[C:37]1[CH:36]=[CH:35][N:34]=[C:33]([C:17]2[C:16]3[C:20](=[CH:21][CH:22]=[C:14]([C:11]4[O:10][C:9]([NH2:8])=[N:13][N:12]=4)[CH:15]=3)[N:19]([S:23]([C:26]3[CH:27]=[CH:28][C:29]([CH3:30])=[CH:31][CH:32]=3)(=[O:25])=[O:24])[CH:18]=2)[N:38]=1. The catalyst class is: 67. (6) Reactant: [C:1]([O:5][C:6]([N:8]([CH2:24][CH2:25][C:26]1[CH:31]=[CH:30][CH:29]=[CH:28][C:27]=1[OH:32])[CH:9]1[CH2:18][CH2:17][CH2:16][C:15]2[N:14]=[C:13]([C:19]([O:21][CH2:22][CH3:23])=[O:20])[CH:12]=[CH:11][C:10]1=2)=[O:7])([CH3:4])([CH3:3])[CH3:2].Br[CH2:34][C:35]1[CH:40]=[CH:39][C:38]([C:41]2[CH:46]=[CH:45][C:44]([C:47]([F:50])([F:49])[F:48])=[CH:43][CH:42]=2)=[CH:37][C:36]=1[Cl:51].C(=O)([O-])[O-].[K+].[K+]. Product: [C:1]([O:5][C:6]([N:8]([CH2:24][CH2:25][C:26]1[CH:31]=[CH:30][CH:29]=[CH:28][C:27]=1[O:32][CH2:34][C:35]1[CH:40]=[CH:39][C:38]([C:41]2[CH:42]=[CH:43][C:44]([C:47]([F:48])([F:50])[F:49])=[CH:45][CH:46]=2)=[CH:37][C:36]=1[Cl:51])[CH:9]1[CH2:18][CH2:17][CH2:16][C:15]2[N:14]=[C:13]([C:19]([O:21][CH2:22][CH3:23])=[O:20])[CH:12]=[CH:11][C:10]1=2)=[O:7])([CH3:2])([CH3:3])[CH3:4]. The catalyst class is: 10. (7) Product: [CH:1]([C:3]1[CH:8]=[C:7]([O:9][CH3:10])[N:6]=[CH:5][C:4]=1[O:11][CH2:12][C:13]1[CH:14]=[N:15][CH:16]=[C:17]([CH:21]=1)[C:18]([OH:20])=[O:19])=[O:2]. Reactant: [CH:1]([C:3]1[CH:8]=[C:7]([O:9][CH3:10])[N:6]=[CH:5][C:4]=1[O:11][CH2:12][C:13]1[CH:14]=[N:15][CH:16]=[C:17]([CH:21]=1)[C:18]([O-:20])=[O:19])=[O:2].[OH-].[Na+]. The catalyst class is: 92.